This data is from Full USPTO retrosynthesis dataset with 1.9M reactions from patents (1976-2016). The task is: Predict the reactants needed to synthesize the given product. Given the product [F:1][C:2]1[CH:7]=[CH:6][C:5]([CH3:8])=[CH:4][C:3]=1[NH:9][C:10]1[N:15]2[N:16]=[CH:17][C:18]([C:19]([NH:45][S:42]([CH2:40][CH3:41])(=[O:44])=[O:43])=[O:21])=[C:14]2[N:13]=[CH:12][C:11]=1[C:22]([N:24]1[CH2:29][CH2:28][CH:27]([C:30]2[CH:39]=[CH:38][C:37]3[C:32](=[CH:33][CH:34]=[CH:35][CH:36]=3)[CH:31]=2)[CH2:26][CH2:25]1)=[O:23], predict the reactants needed to synthesize it. The reactants are: [F:1][C:2]1[CH:7]=[CH:6][C:5]([CH3:8])=[CH:4][C:3]=1[NH:9][C:10]1[N:15]2[N:16]=[CH:17][C:18]([C:19]([OH:21])=O)=[C:14]2[N:13]=[CH:12][C:11]=1[C:22]([N:24]1[CH2:29][CH2:28][CH:27]([C:30]2[CH:39]=[CH:38][C:37]3[C:32](=[CH:33][CH:34]=[CH:35][CH:36]=3)[CH:31]=2)[CH2:26][CH2:25]1)=[O:23].[CH2:40]([S:42]([NH2:45])(=[O:44])=[O:43])[CH3:41].